This data is from Forward reaction prediction with 1.9M reactions from USPTO patents (1976-2016). The task is: Predict the product of the given reaction. (1) Given the reactants Cl[C:2]1[N:7]=[C:6]([C:8]2[CH:13]=[CH:12][CH:11]=[CH:10][C:9]=2[F:14])[N:5]=[C:4]2[N:15]([CH3:19])[N:16]=[C:17]([CH3:18])[C:3]=12.[NH2:20][C:21]1[CH:26]=[CH:25][N:24]=[CH:23][CH:22]=1, predict the reaction product. The product is: [F:14][C:9]1[CH:10]=[CH:11][CH:12]=[CH:13][C:8]=1[C:6]1[N:5]=[C:4]2[N:15]([CH3:19])[N:16]=[C:17]([CH3:18])[C:3]2=[C:2]([NH:20][C:21]2[CH:26]=[CH:25][N:24]=[CH:23][CH:22]=2)[N:7]=1. (2) Given the reactants [Cl:1][C:2]1[CH:3]=[C:4]([CH:8]=[C:9]([Cl:11])[CH:10]=1)[C:5](Cl)=[O:6].Cl.[CH3:13][NH:14][O:15][CH3:16].N1C=CC=CC=1, predict the reaction product. The product is: [Cl:1][C:2]1[CH:3]=[C:4]([CH:8]=[C:9]([Cl:11])[CH:10]=1)[C:5]([N:14]([O:15][CH3:16])[CH3:13])=[O:6]. (3) Given the reactants [Br:1][C:2]1[CH:3]=[C:4]([S:8](F)(=[O:10])=[O:9])[CH:5]=[CH:6][CH:7]=1.[C:12]1([Mg]Br)[CH:17]=[CH:16][CH:15]=[CH:14][CH:13]=1, predict the reaction product. The product is: [C:12]1([S:8]([C:4]2[CH:3]=[C:2]([Br:1])[CH:7]=[CH:6][CH:5]=2)(=[O:10])=[O:9])[CH:17]=[CH:16][CH:15]=[CH:14][CH:13]=1.